From a dataset of Full USPTO retrosynthesis dataset with 1.9M reactions from patents (1976-2016). Predict the reactants needed to synthesize the given product. Given the product [N+:1]([C:4]1[CH:5]=[CH:6][C:7]([C:10]2[CH:15]=[CH:14][N:13]=[C:12]([N:16]([C:17]([O:19][C:20]([CH3:23])([CH3:22])[CH3:21])=[O:18])[C:17]([O:19][C:20]([CH3:23])([CH3:22])[CH3:21])=[O:32])[N:11]=2)=[CH:8][CH:9]=1)([O-:3])=[O:2], predict the reactants needed to synthesize it. The reactants are: [N+:1]([C:4]1[CH:9]=[CH:8][C:7]([C:10]2[CH:15]=[CH:14][N:13]=[C:12]([NH2:16])[N:11]=2)=[CH:6][CH:5]=1)([O-:3])=[O:2].[C:17](O[C:17]([O:19][C:20]([CH3:23])([CH3:22])[CH3:21])=[O:18])([O:19][C:20]([CH3:23])([CH3:22])[CH3:21])=[O:18].[OH2:32].